This data is from Forward reaction prediction with 1.9M reactions from USPTO patents (1976-2016). The task is: Predict the product of the given reaction. (1) Given the reactants [C:1]([O:5][C:6](=[O:14])[NH:7][CH:8]1[CH2:12][O:11][NH:10][C:9]1=[O:13])([CH3:4])([CH3:3])[CH3:2].FC(F)(F)S(O[CH2:21][CH:22]([F:24])[F:23])(=O)=O, predict the reaction product. The product is: [C:1]([O:5][C:6](=[O:14])[NH:7][C@@H:8]1[CH2:12][O:11][N:10]([CH2:21][CH:22]([F:24])[F:23])[C:9]1=[O:13])([CH3:4])([CH3:2])[CH3:3]. (2) Given the reactants C1(O[C:8](=[O:29])[NH:9][C:10]2[S:14][N:13]=[C:12]([O:15][CH2:16][C:17]3[C:22]([F:23])=[CH:21][C:20]([CH3:24])=[CH:19][C:18]=3[F:25])[C:11]=2[C:26](=[O:28])[NH2:27])C=CC=CC=1.[NH2:30][CH2:31][CH2:32][CH2:33][N:34]1[CH2:39][CH2:38][N:37]([CH3:40])[CH2:36][CH2:35]1, predict the reaction product. The product is: [F:23][C:22]1[CH:21]=[C:20]([CH3:24])[CH:19]=[C:18]([F:25])[C:17]=1[CH2:16][O:15][C:12]1[C:11]([C:26]([NH2:27])=[O:28])=[C:10]([NH:9][C:8]([NH:30][CH2:31][CH2:32][CH2:33][N:34]2[CH2:35][CH2:36][N:37]([CH3:40])[CH2:38][CH2:39]2)=[O:29])[S:14][N:13]=1. (3) Given the reactants [Br:1][C:2]1[CH:12]=[CH:11][C:5]([O:6][CH2:7][CH:8]2[CH2:10][O:9]2)=[CH:4][CH:3]=1.[CH3:13][NH:14][CH3:15], predict the reaction product. The product is: [Br:1][C:2]1[CH:12]=[CH:11][C:5]([O:6][CH2:7][CH:8]([OH:9])[CH2:10][N:14]([CH3:15])[CH3:13])=[CH:4][CH:3]=1. (4) Given the reactants [C:1]([C:3]1([OH:16])[CH2:8][CH2:7][N:6]([C:9]([O:11][C:12]([CH3:15])([CH3:14])[CH3:13])=[O:10])[CH2:5][CH2:4]1)#[CH:2].C(N(CC)CC)C.[CH3:24][Si:25](Cl)([CH3:27])[CH3:26], predict the reaction product. The product is: [C:1]([C:3]1([O:16][Si:25]([CH3:27])([CH3:26])[CH3:24])[CH2:8][CH2:7][N:6]([C:9]([O:11][C:12]([CH3:13])([CH3:15])[CH3:14])=[O:10])[CH2:5][CH2:4]1)#[CH:2]. (5) Given the reactants [Cl:1][C:2]1[CH:3]=[C:4]([C:9]2[O:10][C:11]([C:23]([N:25]3[CH2:29][C:28](=[O:30])[NH:27][CH2:26]3)=[O:24])=[CH:12][C:13]=2[C:14]2[CH:15]=[C:16]([C:21]#[N:22])[CH:17]=[C:18]([F:20])[CH:19]=2)[CH:5]=[CH:6][C:7]=1F.ClC1C=C(C2OC(C(OCC)=O)=CC=2C2C=C(F)C=C(C#N)C=2)C=CC=1, predict the reaction product. The product is: [Cl:1][C:2]1[CH:3]=[C:4]([C:9]2[O:10][C:11]([C:23]([N:25]3[CH2:29][C:28](=[O:30])[NH:27][CH2:26]3)=[O:24])=[CH:12][C:13]=2[C:14]2[CH:15]=[C:16]([C:21]#[N:22])[CH:17]=[C:18]([F:20])[CH:19]=2)[CH:5]=[CH:6][CH:7]=1. (6) Given the reactants [CH3:1][C:2]1[O:6][C:5]([C:7]2[CH:12]=[CH:11][CH:10]=[CH:9][CH:8]=2)=[N:4][C:3]=1[CH2:13][CH2:14][O:15][C:16]1[CH:21]=[CH:20][C:19](N)=[CH:18][CH:17]=1.[F:23][C:24]([F:37])([F:36])[S:25](O[S:25]([C:24]([F:37])([F:36])[F:23])(=[O:27])=[O:26])(=[O:27])=[O:26].CO.[OH-].[Na+], predict the reaction product. The product is: [F:23][C:24]([S:25]([NH2:4])(=[O:27])=[O:26])([F:37])[F:36].[CH3:1][C:2]1[O:6][C:5]([C:7]2[CH:12]=[CH:11][CH:10]=[CH:9][CH:8]=2)=[N:4][C:3]=1[CH2:13][CH2:14][O:15][C:16]1[CH:21]=[CH:20][CH:19]=[CH:18][CH:17]=1. (7) Given the reactants F[C:2]1[N:7]=[C:6]([N:8]([CH3:21])[C:9]2[CH:14]=[CH:13][N:12]=[C:11]([C:15]3[CH:20]=[CH:19][CH:18]=[CH:17][CH:16]=3)[N:10]=2)[CH:5]=[CH:4][N:3]=1.[NH2:22][CH2:23][CH:24]1[CH2:29][CH2:28][N:27]([C:30]([O:32]C(C)(C)C)=O)[CH2:26][CH2:25]1.[CH3:37]C(O)C, predict the reaction product. The product is: [CH3:21][N:8]([C:9]1[CH:14]=[CH:13][N:12]=[C:11]([C:15]2[CH:20]=[CH:19][CH:18]=[CH:17][CH:16]=2)[N:10]=1)[C:6]1[CH:5]=[CH:4][N:3]=[C:2]([NH:22][CH2:23][CH:24]2[CH2:29][CH2:28][N:27]([C:30](=[O:32])[CH3:37])[CH2:26][CH2:25]2)[N:7]=1.